This data is from Forward reaction prediction with 1.9M reactions from USPTO patents (1976-2016). The task is: Predict the product of the given reaction. (1) Given the reactants C([O:3][C:4](=[O:20])[C:5]1[CH:10]=[CH:9][C:8]([O:11][C:12]2[CH:17]=[CH:16][C:15]([CH:18]=[O:19])=[CH:14][CH:13]=2)=[N:7][CH:6]=1)C.CO.[OH-].[Na+].Cl, predict the reaction product. The product is: [CH:18]([C:15]1[CH:16]=[CH:17][C:12]([O:11][C:8]2[CH:9]=[CH:10][C:5]([C:4]([OH:20])=[O:3])=[CH:6][N:7]=2)=[CH:13][CH:14]=1)=[O:19]. (2) The product is: [F:1][C:2]1[CH:7]=[CH:6][CH:5]=[CH:4][C:3]=1[C:8]1[N:12]([S:13]([C:16]2[CH:17]=[CH:18][C:19]([O:22][CH2:34][C:35]3([C:38](=[O:39])[NH:40][CH3:41])[CH2:37][CH2:36]3)=[CH:20][CH:21]=2)(=[O:14])=[O:15])[CH:11]=[C:10]([CH2:23][N:24]([CH3:32])[C:25](=[O:31])[O:26][C:27]([CH3:28])([CH3:29])[CH3:30])[CH:9]=1. Given the reactants [F:1][C:2]1[CH:7]=[CH:6][CH:5]=[CH:4][C:3]=1[C:8]1[N:12]([S:13]([C:16]2[CH:21]=[CH:20][C:19]([OH:22])=[CH:18][CH:17]=2)(=[O:15])=[O:14])[CH:11]=[C:10]([CH2:23][N:24]([CH3:32])[C:25](=[O:31])[O:26][C:27]([CH3:30])([CH3:29])[CH3:28])[CH:9]=1.O[CH2:34][C:35]1([C:38]([NH:40][CH3:41])=[O:39])[CH2:37][CH2:36]1.N(C(OC(C)C)=O)=NC(OC(C)C)=O.C1(P(C2C=CC=CC=2)C2C=CC=CC=2)C=CC=CC=1, predict the reaction product. (3) Given the reactants [CH3:1][C:2]1[N:3]=[CH:4][C:5]([N:8]2[CH2:13][CH2:12][C:11](=O)[CH2:10][CH2:9]2)=[N:6][CH:7]=1.[CH:15]1([NH2:18])[CH2:17][CH2:16]1, predict the reaction product. The product is: [CH:15]1([NH:18][CH:11]2[CH2:12][CH2:13][N:8]([C:5]3[CH:4]=[N:3][C:2]([CH3:1])=[CH:7][N:6]=3)[CH2:9][CH2:10]2)[CH2:17][CH2:16]1.